From a dataset of CYP2C9 inhibition data for predicting drug metabolism from PubChem BioAssay. Regression/Classification. Given a drug SMILES string, predict its absorption, distribution, metabolism, or excretion properties. Task type varies by dataset: regression for continuous measurements (e.g., permeability, clearance, half-life) or binary classification for categorical outcomes (e.g., BBB penetration, CYP inhibition). Dataset: cyp2c9_veith. (1) The compound is Cc1ccc(N=Nc2c(O)c3ccccc3[nH]c2=O)c(S(=O)(=O)N(C)C)c1. The result is 0 (non-inhibitor). (2) The drug is CC(C)NC(=O)N1CCC2(CC1)CCN(C(=O)c1csnn1)CC2. The result is 0 (non-inhibitor). (3) The drug is N#Cc1cccc(NC(=O)N2CCC3(CC2)CCN(C(=O)c2ccco2)CC3)c1. The result is 0 (non-inhibitor). (4) The result is 0 (non-inhibitor). The drug is CCOC(=O)c1cnc(-c2ccccc2)nc1Oc1ccc(Cl)c(Cl)c1. (5) The compound is Cn1cccc1C(=O)N1CCC2(CC1)CCN(c1ccncc1)CC2. The result is 0 (non-inhibitor).